This data is from Full USPTO retrosynthesis dataset with 1.9M reactions from patents (1976-2016). The task is: Predict the reactants needed to synthesize the given product. (1) Given the product [CH3:25][N:26]([CH3:28])[NH:27][C:20](=[O:22])[C:19]1[CH:23]=[CH:24][C:16]([O:15][CH2:14][C:4]2[C:5]([C:8]3[CH:13]=[CH:12][CH:11]=[CH:10][N:9]=3)=[N:6][O:7][C:3]=2[CH2:2][OH:1])=[N:17][CH:18]=1, predict the reactants needed to synthesize it. The reactants are: [OH:1][CH2:2][C:3]1[O:7][N:6]=[C:5]([C:8]2[CH:13]=[CH:12][CH:11]=[CH:10][N:9]=2)[C:4]=1[CH2:14][O:15][C:16]1[CH:24]=[CH:23][C:19]([C:20]([OH:22])=O)=[CH:18][N:17]=1.[CH3:25][N:26]([CH3:28])[NH2:27].F[B-](F)(F)F.C[N+](C)=C(N(C)C)ON1C2C=CC=CC=2N=N1.C(N(CC)C(C)C)(C)C. (2) Given the product [NH:8]1[CH2:11][CH:10]([O:12][C:13]2[CH:18]=[CH:17][C:16]([N:19]3[CH2:24][CH2:23][C:22]4[N:25]=[C:26]([C:28]5[CH:29]=[CH:30][C:31]([Cl:34])=[CH:32][CH:33]=5)[S:27][C:21]=4[C:20]3=[O:35])=[CH:15][C:14]=2[O:36][CH3:37])[CH2:9]1, predict the reactants needed to synthesize it. The reactants are: C(OC([N:8]1[CH2:11][CH:10]([O:12][C:13]2[CH:18]=[CH:17][C:16]([N:19]3[CH2:24][CH2:23][C:22]4[N:25]=[C:26]([C:28]5[CH:33]=[CH:32][C:31]([Cl:34])=[CH:30][CH:29]=5)[S:27][C:21]=4[C:20]3=[O:35])=[CH:15][C:14]=2[O:36][CH3:37])[CH2:9]1)=O)(C)(C)C.FC(F)(F)C(O)=O.[OH-].[Na+]. (3) Given the product [O:41]1[CH2:42][CH2:43][CH:38]([O:37][C:35](=[O:36])[N:34]([CH:44]2[CH2:46][CH2:45]2)[CH2:33][C@H:10]2[C@H:11]([CH2:13][C@@H:14]([O:18][C:19]3[CH:24]=[CH:23][C:22]([O:25][CH3:26])=[C:21]([O:27][CH2:28][CH2:29][CH2:30][O:31][CH3:32])[CH:20]=3)[CH:15]([CH3:16])[CH3:17])[CH2:12][NH:8][CH2:9]2)[CH2:39][CH2:40]1, predict the reactants needed to synthesize it. The reactants are: C(OC([N:8]1[CH2:12][C@@H:11]([CH2:13][C@H:14]([O:18][C:19]2[CH:24]=[CH:23][C:22]([O:25][CH3:26])=[C:21]([O:27][CH2:28][CH2:29][CH2:30][O:31][CH3:32])[CH:20]=2)[CH:15]([CH3:17])[CH3:16])[C@H:10]([CH2:33][N:34]([CH:44]2[CH2:46][CH2:45]2)[C:35]([O:37][CH:38]2[CH2:43][CH2:42][O:41][CH2:40][CH2:39]2)=[O:36])[CH2:9]1)=O)(C)(C)C. (4) The reactants are: [CH:1]1([C:7]2[CH:30]=[CH:29][CH:28]=[CH:27][C:8]=2[O:9][C:10]2[CH:11]=[N:12][N:13]([CH:17]([CH2:21][CH:22]3[CH2:26][CH2:25][CH2:24][CH2:23]3)[C:18]([OH:20])=O)[C:14](=[O:16])[CH:15]=2)[CH2:6][CH2:5][CH2:4][CH2:3][CH2:2]1.[NH2:31][C:32]1[CH:36]=[CH:35][N:34]([CH2:37][C:38]([CH3:41])([OH:40])[CH3:39])[N:33]=1. Given the product [CH:1]1([C:7]2[CH:30]=[CH:29][CH:28]=[CH:27][C:8]=2[O:9][C:10]2[CH:11]=[N:12][N:13]([CH:17]([CH2:21][CH:22]3[CH2:23][CH2:24][CH2:25][CH2:26]3)[C:18]([NH:31][C:32]3[CH:36]=[CH:35][N:34]([CH2:37][C:38]([OH:40])([CH3:39])[CH3:41])[N:33]=3)=[O:20])[C:14](=[O:16])[CH:15]=2)[CH2:6][CH2:5][CH2:4][CH2:3][CH2:2]1, predict the reactants needed to synthesize it. (5) Given the product [CH2:1]([C:3]1[CH:8]=[N:7][C:6]([O:9][CH:10]2[CH2:11][CH2:12][CH:13]([C:16]([NH:31][CH2:30][C:27]3[CH:26]=[CH:25][C:24]([S:21]([CH3:20])(=[O:23])=[O:22])=[CH:29][CH:28]=3)=[O:18])[CH2:14][CH2:15]2)=[N:5][CH:4]=1)[CH3:2], predict the reactants needed to synthesize it. The reactants are: [CH2:1]([C:3]1[CH:4]=[N:5][C:6]([O:9][CH:10]2[CH2:15][CH2:14][CH:13]([C:16]([OH:18])=O)[CH2:12][CH2:11]2)=[N:7][CH:8]=1)[CH3:2].Cl.[CH3:20][S:21]([C:24]1[CH:29]=[CH:28][C:27]([CH2:30][NH2:31])=[CH:26][CH:25]=1)(=[O:23])=[O:22].C(Cl)CCl.C1C=CC2N(O)N=NC=2C=1.CCN(C(C)C)C(C)C. (6) Given the product [CH3:19][O:20][C:8]1[C:7]([F:16])=[C:6]([O:2][CH3:1])[CH:11]=[CH:10][C:9]=1[N+:12]([O-:14])=[O:13], predict the reactants needed to synthesize it. The reactants are: [CH3:1][O-:2].[Na+].[Na].F[C:6]1[CH:11]=[CH:10][C:9]([N+:12]([O-:14])=[O:13])=[C:8](F)[C:7]=1[F:16].C(O)(=O)C[C:19](CC(O)=O)(C(O)=O)[OH:20]. (7) Given the product [NH2:15][C:3]1[C:2]([CH3:1])=[CH:7][CH:6]=[CH:5][C:4]=1[CH2:8][C:9]([NH:11][CH:12]([CH3:14])[CH3:13])=[O:10], predict the reactants needed to synthesize it. The reactants are: [CH3:1][C:2]1[C:3]([N+:15]([O-])=O)=[C:4]([CH2:8][C:9]([NH:11][CH:12]([CH3:14])[CH3:13])=[O:10])[CH:5]=[CH:6][CH:7]=1.